Dataset: Peptide-MHC class I binding affinity with 185,985 pairs from IEDB/IMGT. Task: Regression. Given a peptide amino acid sequence and an MHC pseudo amino acid sequence, predict their binding affinity value. This is MHC class I binding data. The peptide sequence is KTTLFHTFK. The MHC is HLA-B27:05 with pseudo-sequence HLA-B27:05. The binding affinity (normalized) is 0.0847.